This data is from Full USPTO retrosynthesis dataset with 1.9M reactions from patents (1976-2016). The task is: Predict the reactants needed to synthesize the given product. (1) Given the product [CH3:34][N:26]1[C:27]2[C:32](=[C:31]([CH3:33])[CH:30]=[CH:29][CH:28]=2)[C:24]([CH2:23][N:15]2[C:16]3[C:17](=[N:18][C:19]([CH3:22])=[CH:20][CH:21]=3)[N:13]([C@@H:6]([C:7]3[CH:12]=[CH:11][CH:10]=[CH:9][CH:8]=3)[CH2:5][C:4]([OH:36])=[O:3])[C:14]2=[O:35])=[CH:25]1, predict the reactants needed to synthesize it. The reactants are: C([O:3][C:4](=[O:36])[CH2:5][C@@H:6]([N:13]1[C:17]2=[N:18][C:19]([CH3:22])=[CH:20][CH:21]=[C:16]2[N:15]([CH2:23][C:24]2[C:32]3[C:27](=[CH:28][CH:29]=[CH:30][C:31]=3[CH3:33])[N:26]([CH3:34])[CH:25]=2)[C:14]1=[O:35])[C:7]1[CH:12]=[CH:11][CH:10]=[CH:9][CH:8]=1)C.[OH-].[Na+].Cl. (2) The reactants are: C(OC(=O)[CH:7]([C:10]1[N:15]=[CH:14][C:13]([Br:16])=[CH:12][N:11]=1)[C:8]#[N:9])(C)(C)C.FC(F)(F)C(O)=O. Given the product [Br:16][C:13]1[CH:12]=[N:11][C:10]([CH2:7][C:8]#[N:9])=[N:15][CH:14]=1, predict the reactants needed to synthesize it. (3) Given the product [Cl:1][C:2]1[CH:7]=[CH:6][C:5]([NH:8][C:9]([N:21]2[CH2:22][CH2:23][NH:18][CH2:19][CH:20]2[C:24]2[CH:29]=[CH:28][CH:27]=[CH:26][CH:25]=2)=[O:10])=[CH:4][CH:3]=1, predict the reactants needed to synthesize it. The reactants are: [Cl:1][C:2]1[CH:7]=[CH:6][C:5]([N:8]=[C:9]=[O:10])=[CH:4][CH:3]=1.C(OC([N:18]1[CH2:23][CH2:22][NH:21][CH:20]([C:24]2[CH:29]=[CH:28][CH:27]=[CH:26][CH:25]=2)[CH2:19]1)=O)(C)(C)C. (4) Given the product [N:16]1[CH:17]=[CH:18][CH:19]=[CH:20][C:15]=1[C:12]1[N:8]2[C:9]3[C:4]([CH:5]=[CH:6][C:7]2=[N:14][N:13]=1)=[CH:3][C:2]([S:30][C:31]1[CH:32]=[C:33]([C:37]2([OH:43])[CH2:42][CH2:41][O:40][CH2:39][CH2:38]2)[CH:34]=[CH:35][CH:36]=1)=[CH:11][CH:10]=3, predict the reactants needed to synthesize it. The reactants are: I[C:2]1[CH:3]=[C:4]2[C:9](=[CH:10][CH:11]=1)[N:8]1[C:12]([C:15]3[CH:20]=[CH:19][CH:18]=[CH:17][N:16]=3)=[N:13][N:14]=[C:7]1[CH:6]=[CH:5]2.CCN(C(C)C)C(C)C.[SH:30][C:31]1[CH:32]=[C:33]([C:37]2([OH:43])[CH2:42][CH2:41][O:40][CH2:39][CH2:38]2)[CH:34]=[CH:35][CH:36]=1.C1(P(C2C=CC=CC=2)C2C3OC4C(=CC=CC=4P(C4C=CC=CC=4)C4C=CC=CC=4)C(C)(C)C=3C=CC=2)C=CC=CC=1. (5) Given the product [CH2:1]([N:8]1[C:13](=[O:14])[C:12]2[CH2:15][CH2:16][CH2:17][C:11]=2[N:10]=[C:9]1[CH:18]([NH:26][CH2:25][CH2:24][N:23]([CH3:27])[CH3:22])[CH2:19][CH3:20])[C:2]1[CH:7]=[CH:6][CH:5]=[CH:4][CH:3]=1, predict the reactants needed to synthesize it. The reactants are: [CH2:1]([N:8]1[C:13](=[O:14])[C:12]2[CH2:15][CH2:16][CH2:17][C:11]=2[N:10]=[C:9]1[CH:18](Br)[CH2:19][CH3:20])[C:2]1[CH:7]=[CH:6][CH:5]=[CH:4][CH:3]=1.[CH3:22][N:23]([CH3:27])[CH2:24][CH2:25][NH2:26]. (6) Given the product [Cl:14][C:2]1[C:11]2[C:6](=[CH:7][N:8]=[CH:9][CH:10]=2)[CH:5]=[CH:4][N:3]=1, predict the reactants needed to synthesize it. The reactants are: O[C:2]1[C:11]2[C:6](=[CH:7][N:8]=[CH:9][CH:10]=2)[CH:5]=[CH:4][N:3]=1.P(Cl)(Cl)([Cl:14])=O. (7) Given the product [Br:1][C:2]1[C:3]([CH2:26][N:27]2[CH2:28][CH2:29][O:30][CH2:31][CH2:32]2)=[CH:4][C:5]([O:18][CH2:19][C:20]2[CH:21]=[CH:22][CH:23]=[CH:24][CH:25]=2)=[C:6]([CH:17]=1)[C:7]([OH:9])=[O:8], predict the reactants needed to synthesize it. The reactants are: [Br:1][C:2]1[C:3]([CH2:26][N:27]2[CH2:32][CH2:31][O:30][CH2:29][CH2:28]2)=[CH:4][C:5]([O:18][CH2:19][C:20]2[CH:25]=[CH:24][CH:23]=[CH:22][CH:21]=2)=[C:6]([CH:17]=1)[C:7]([O:9]CC1C=CC=CC=1)=[O:8].[OH-].[Li+].O. (8) Given the product [Br:3][C:4]1[CH:9]=[C:8]([Cl:10])[CH:7]=[CH:6][C:5]=1[O:11][CH2:15][C:14]([F:22])([F:21])[F:13], predict the reactants needed to synthesize it. The reactants are: [H-].[Na+].[Br:3][C:4]1[CH:9]=[C:8]([Cl:10])[CH:7]=[CH:6][C:5]=1[OH:11].[Na].[F:13][C:14]([F:22])([F:21])[CH2:15]CS([O-])(=O)=O. (9) Given the product [CH3:12][O:11][C:10]1[CH:9]=[C:8]2[C:4]([C:5]([CH3:15])([CH3:14])[CH2:6][C:7]2=[O:13])=[CH:3][C:2]=1[O:1][CH2:32][O:31][CH2:30][CH2:29][Si:26]([CH3:28])([CH3:27])[CH3:25], predict the reactants needed to synthesize it. The reactants are: [OH:1][C:2]1[CH:3]=[C:4]2[C:8](=[CH:9][C:10]=1[O:11][CH3:12])[C:7](=[O:13])[CH2:6][C:5]2([CH3:15])[CH3:14].C(N(C(C)C)CC)(C)C.[CH3:25][Si:26]([CH2:29][CH2:30][O:31][CH2:32]Cl)([CH3:28])[CH3:27]. (10) Given the product [C:18]([O:22][C:23]([N:25]1[CH2:30][CH2:29][N:28]([C:31]2[CH:32]=[N:33][C:34]([NH:37][C:11]3[N:12]=[CH:13][C:8]4[CH:7]=[CH:6][C:5](=[O:17])[N:4]([CH:1]5[CH2:3][CH2:2]5)[C:9]=4[N:10]=3)=[CH:35][CH:36]=2)[CH2:27][CH2:26]1)=[O:24])([CH3:21])([CH3:19])[CH3:20], predict the reactants needed to synthesize it. The reactants are: [CH:1]1([N:4]2[C:9]3[N:10]=[C:11](S(C)=O)[N:12]=[CH:13][C:8]=3[CH:7]=[CH:6][C:5]2=[O:17])[CH2:3][CH2:2]1.[C:18]([O:22][C:23]([N:25]1[CH2:30][CH2:29][N:28]([C:31]2[CH:32]=[N:33][C:34]([NH2:37])=[CH:35][CH:36]=2)[CH2:27][CH2:26]1)=[O:24])([CH3:21])([CH3:20])[CH3:19].